From a dataset of NCI-60 drug combinations with 297,098 pairs across 59 cell lines. Regression. Given two drug SMILES strings and cell line genomic features, predict the synergy score measuring deviation from expected non-interaction effect. (1) Drug 1: C1CCC(C(C1)N)N.C(=O)(C(=O)[O-])[O-].[Pt+4]. Drug 2: C1C(C(OC1N2C=NC3=C2NC=NCC3O)CO)O. Cell line: ACHN. Synergy scores: CSS=15.6, Synergy_ZIP=-8.59, Synergy_Bliss=-2.28, Synergy_Loewe=-1.18, Synergy_HSA=-1.16. (2) Drug 1: CC1C(C(CC(O1)OC2CC(OC(C2O)C)OC3=CC4=CC5=C(C(=O)C(C(C5)C(C(=O)C(C(C)O)O)OC)OC6CC(C(C(O6)C)O)OC7CC(C(C(O7)C)O)OC8CC(C(C(O8)C)O)(C)O)C(=C4C(=C3C)O)O)O)O. Drug 2: CC1C(C(CC(O1)OC2CC(CC3=C2C(=C4C(=C3O)C(=O)C5=C(C4=O)C(=CC=C5)OC)O)(C(=O)CO)O)N)O.Cl. Cell line: OVCAR-4. Synergy scores: CSS=55.2, Synergy_ZIP=3.83, Synergy_Bliss=6.01, Synergy_Loewe=1.10, Synergy_HSA=6.30. (3) Drug 1: C(CN)CNCCSP(=O)(O)O. Drug 2: C1C(C(OC1N2C=NC3=C2NC=NCC3O)CO)O. Cell line: 786-0. Synergy scores: CSS=-3.65, Synergy_ZIP=1.39, Synergy_Bliss=-1.41, Synergy_Loewe=-3.05, Synergy_HSA=-4.14. (4) Drug 1: CC=C1C(=O)NC(C(=O)OC2CC(=O)NC(C(=O)NC(CSSCCC=C2)C(=O)N1)C(C)C)C(C)C. Drug 2: CCN(CC)CCCC(C)NC1=C2C=C(C=CC2=NC3=C1C=CC(=C3)Cl)OC. Cell line: SK-MEL-5. Synergy scores: CSS=61.0, Synergy_ZIP=4.99, Synergy_Bliss=4.44, Synergy_Loewe=-8.41, Synergy_HSA=5.20.